From a dataset of Forward reaction prediction with 1.9M reactions from USPTO patents (1976-2016). Predict the product of the given reaction. (1) Given the reactants C([Li])(C)(C)C.Br[C:7]1[CH:15]=[CH:14][CH:13]=[C:12]2[C:8]=1[CH:9]=[CH:10][N:11]2[CH2:16][CH2:17][CH2:18][O:19][Si:20]([C:23]([CH3:26])([CH3:25])[CH3:24])([CH3:22])[CH3:21].[C:27](OC)(=[O:32])[C:28]([O:30][CH3:31])=[O:29].C(=O)=O, predict the reaction product. The product is: [CH3:31][O:30][C:28](=[O:29])[C:27]([C:7]1[CH:15]=[CH:14][CH:13]=[C:12]2[C:8]=1[CH:9]=[CH:10][N:11]2[CH2:16][CH2:17][CH2:18][O:19][Si:20]([C:23]([CH3:26])([CH3:25])[CH3:24])([CH3:22])[CH3:21])=[O:32]. (2) Given the reactants C(Cl)(=O)C(Cl)=O.CS(C)=O.[N:11]1[CH:16]=[CH:15][CH:14]=[CH:13][C:12]=1[N:17]1[C:21]([C:22]([F:25])([F:24])[F:23])=[C:20]([C:26]2[O:30][N:29]=[C:28]([C:31]3[CH:36]=[CH:35][C:34]([CH2:37][OH:38])=[CH:33][CH:32]=3)[N:27]=2)[CH:19]=[N:18]1.CCN(C(C)C)C(C)C, predict the reaction product. The product is: [N:11]1[CH:16]=[CH:15][CH:14]=[CH:13][C:12]=1[N:17]1[C:21]([C:22]([F:23])([F:24])[F:25])=[C:20]([C:26]2[O:30][N:29]=[C:28]([C:31]3[CH:32]=[CH:33][C:34]([CH:37]=[O:38])=[CH:35][CH:36]=3)[N:27]=2)[CH:19]=[N:18]1. (3) The product is: [N:1]1[C:10]2[C:5](=[CH:6][C:7]([CH2:11][N:12]3[C:16]4=[N:17][C:18]([C:21](=[N:30][NH:31][C:32]([NH2:34])=[O:33])[CH3:22])=[CH:19][CH:20]=[C:15]4[N:14]=[CH:13]3)=[CH:8][CH:9]=2)[CH:4]=[CH:3][CH:2]=1. Given the reactants [N:1]1[C:10]2[C:5](=[CH:6][C:7]([CH2:11][N:12]3[C:16]4=[N:17][C:18]([C:21](=O)[CH3:22])=[CH:19][CH:20]=[C:15]4[N:14]=[CH:13]3)=[CH:8][CH:9]=2)[CH:4]=[CH:3][CH:2]=1.C([O-])(=O)C.[Na+].Cl.[NH2:30][NH:31][C:32]([NH2:34])=[O:33], predict the reaction product. (4) Given the reactants C[Mg]Br.Cl[C:5]1[CH:6]=[C:7]([C:12]([Cl:15])=[CH:13][N:14]=1)[C:8]([O:10][CH3:11])=[O:9].[CH2:16]1COCC1.[Cl-].[Na+], predict the reaction product. The product is: [Cl:15][C:12]1[C:7]([C:8]([O:10][CH3:11])=[O:9])=[CH:6][C:5]([CH3:16])=[N:14][CH:13]=1. (5) Given the reactants FC(F)(F)C(O)=O.[NH2:8][CH2:9][CH2:10][C:11]1[N:16]=[C:15]([C:17]2[S:18][C:19]3[CH:27]=[CH:26][CH:25]=[CH:24][C:20]=3[C:21](=[O:23])[N:22]=2)[CH:14]=[CH:13][CH:12]=1.[C:28](Cl)(=[O:35])[C:29]1[CH:34]=[CH:33][CH:32]=[CH:31][CH:30]=1.C(=O)([O-])[O-].[K+].[K+].C(OCC)(=O)C, predict the reaction product. The product is: [O:23]=[C:21]1[C:20]2[CH:24]=[CH:25][CH:26]=[CH:27][C:19]=2[S:18][C:17]([C:15]2[N:16]=[C:11]([CH2:10][CH2:9][NH:8][C:28](=[O:35])[C:29]3[CH:34]=[CH:33][CH:32]=[CH:31][CH:30]=3)[CH:12]=[CH:13][CH:14]=2)=[N:22]1. (6) Given the reactants C(O[C:4]1[C:5](=[O:12])[C:6](=[O:11])[C:7]=1[O:8][CH2:9][CH3:10])C.[NH2:13][C:14]1[C:22]2[NH:21][C:20](=[O:23])[NH:19][C:18]=2[CH:17]=[CH:16][CH:15]=1, predict the reaction product. The product is: [CH2:9]([O:8][C:7]1[C:6](=[O:11])[C:5](=[O:12])[C:4]=1[NH:13][C:14]1[C:22]2[NH:21][C:20](=[O:23])[NH:19][C:18]=2[CH:17]=[CH:16][CH:15]=1)[CH3:10]. (7) The product is: [Cl:19][CH2:13][C:12]1[C:11]([CH3:16])=[N:10][C:9]([O:17][CH3:18])=[C:8]([C:4]2[CH:5]=[CH:6][CH:7]=[C:2]([Cl:1])[CH:3]=2)[CH:15]=1. Given the reactants [Cl:1][C:2]1[CH:3]=[C:4]([C:8]2[C:9]([O:17][CH3:18])=[N:10][C:11]([CH3:16])=[C:12]([CH:15]=2)[CH:13]=O)[CH:5]=[CH:6][CH:7]=1.[Cl:19]C1C=C(C2C(OC)=NC(C)=C(C=2)C#N)C=CC=1.CC(C[AlH]CC(C)C)C, predict the reaction product. (8) Given the reactants Cl[C:2]1[CH:3]=[C:4]([CH:9]=[C:10]([S:12]([CH3:15])(=[O:14])=[O:13])[CH:11]=1)[C:5]([O:7]C)=[O:6].[Br-].[CH:17]1([Zn+])[CH2:19][CH2:18]1.CN1CCN(C)C1=O.[NH4+].[Cl-], predict the reaction product. The product is: [CH:17]1([C:2]2[CH:3]=[C:4]([CH:9]=[C:10]([S:12]([CH3:15])(=[O:14])=[O:13])[CH:11]=2)[C:5]([OH:7])=[O:6])[CH2:19][CH2:18]1.